The task is: Predict the reactants needed to synthesize the given product.. This data is from Full USPTO retrosynthesis dataset with 1.9M reactions from patents (1976-2016). (1) Given the product [CH3:20][C:21]1([CH3:28])[CH2:24][CH:23]([C:25]([C:2]2[CH:12]=[CH:11][C:5]([C:6]([O:8][CH2:9][CH3:10])=[O:7])=[CH:4][CH:3]=2)=[O:26])[CH2:22]1, predict the reactants needed to synthesize it. The reactants are: I[C:2]1[CH:12]=[CH:11][C:5]([C:6]([O:8][CH2:9][CH3:10])=[O:7])=[CH:4][CH:3]=1.[Cl-].[Li+].C([Mg]Cl)(C)C.[CH3:20][C:21]1([CH3:28])[CH2:24][CH:23]([C:25](Cl)=[O:26])[CH2:22]1. (2) Given the product [NH2:28][C:31]1[CH:5]=[C:6]([C:8]2[C:20]3[C:19]([CH3:21])=[C:18]([CH3:22])[S:17][C:16]=3[C:15]([Br:23])=[C:14]3[C:9]=2[CH:10]=[CH:11][CH:12]=[CH:13]3)[CH:7]=[C:2]([Br:1])[C:30]=1[OH:32], predict the reactants needed to synthesize it. The reactants are: [Br:1][C:2]1([N+]([O-])=O)[CH:7]=[C:6]([C:8]2[C:20]3[C:19]([CH3:21])=[C:18]([CH3:22])[S:17][C:16]=3[C:15]([Br:23])=[C:14]3[C:9]=2[CH:10]=[CH:11][CH:12]=[CH:13]3)[CH:5]=CC1O.[NH2:28]N.[CH2:30]([OH:32])[CH3:31]. (3) Given the product [CH2:2]([O:4][C:5]([C:7]1[C:8]2[S:16][CH:15]=[C:14]([CH2:17][O:18][C:19]3[CH:24]=[CH:23][CH:22]=[C:21]([O:25][CH2:26][CH2:27][C:28]4[CH:33]=[CH:32][C:31]([Cl:34])=[CH:30][CH:29]=4)[CH:20]=3)[C:9]=2[C:10]([NH2:1])=[N:11][CH:12]=1)=[O:6])[CH3:3], predict the reactants needed to synthesize it. The reactants are: [NH3:1].[CH2:2]([O:4][C:5]([C:7]1[C:8]2[S:16][CH:15]=[C:14]([CH2:17][O:18][C:19]3[CH:24]=[CH:23][CH:22]=[C:21]([O:25][CH2:26][CH2:27][C:28]4[CH:33]=[CH:32][C:31]([Cl:34])=[CH:30][CH:29]=4)[CH:20]=3)[C:9]=2[C:10](Cl)=[N:11][CH:12]=1)=[O:6])[CH3:3]. (4) Given the product [C:19]([C:20]1[CH:27]=[CH:26][C:23]([CH2:24][NH:25][C:12](=[O:14])[CH:11]([C:3]2[C:4]([F:10])=[CH:5][CH:6]=[C:7]([CH:8]=[O:9])[C:2]=2[F:1])[O:15][CH2:16][CH3:17])=[CH:22][CH:21]=1)#[N:18], predict the reactants needed to synthesize it. The reactants are: [F:1][C:2]1[C:7]([CH:8]=[O:9])=[CH:6][CH:5]=[C:4]([F:10])[C:3]=1[CH:11]([O:15][CH2:16][CH3:17])[C:12]([OH:14])=O.[NH2:18][CH2:19][C:20]1[CH:27]=[CH:26][C:23]([C:24]#[N:25])=[CH:22][CH:21]=1.